From a dataset of Peptide-MHC class I binding affinity with 185,985 pairs from IEDB/IMGT. Regression. Given a peptide amino acid sequence and an MHC pseudo amino acid sequence, predict their binding affinity value. This is MHC class I binding data. The binding affinity (normalized) is 0.548. The MHC is HLA-A02:02 with pseudo-sequence HLA-A02:02. The peptide sequence is NVSRVVECL.